The task is: Predict which catalyst facilitates the given reaction.. This data is from Catalyst prediction with 721,799 reactions and 888 catalyst types from USPTO. (1) Reactant: [NH2:1][C:2]1[CH:3]=[CH:4][C:5]2[C:6]3[N:14]=[C:13]([C:15]4[CH:20]=[CH:19][CH:18]=[C:17]([C:21]([F:24])([F:23])[F:22])[CH:16]=4)[CH:12]=[C:11]([C:25]([NH2:27])=[O:26])[C:7]=3[NH:8][C:9]=2[CH:10]=1.Cl.Cl[CH2:30][CH2:31][N:32]([CH2:37][CH2:38]Cl)[C:33]([CH3:36])([CH3:35])[CH3:34].C([O-])([O-])=O.[Na+].[Na+]. Product: [C:33]([N:32]1[CH2:37][CH2:38][N:1]([C:2]2[CH:3]=[CH:4][C:5]3[C:6]4[N:14]=[C:13]([C:15]5[CH:20]=[CH:19][CH:18]=[C:17]([C:21]([F:24])([F:23])[F:22])[CH:16]=5)[CH:12]=[C:11]([C:25]([NH2:27])=[O:26])[C:7]=4[NH:8][C:9]=3[CH:10]=2)[CH2:30][CH2:31]1)([CH3:36])([CH3:35])[CH3:34]. The catalyst class is: 218. (2) Reactant: I[CH2:2][CH2:3][CH3:4].[CH2:5]([O:9][C:10]1[N:18]=[C:17]2[C:13]([N:14]=[C:15]([O:26]C)[N:16]2[CH2:19][CH:20]2[CH2:25][CH2:24][CH2:23][NH:22][CH2:21]2)=[C:12]([NH2:28])[N:11]=1)[CH2:6][CH2:7][CH3:8].CCN(C(C)C)C(C)C.CS(C)=O. Product: [NH2:28][C:12]1[N:11]=[C:10]([O:9][CH2:5][CH2:6][CH2:7][CH3:8])[N:18]=[C:17]2[C:13]=1[NH:14][C:15](=[O:26])[N:16]2[CH2:19][CH:20]1[CH2:25][CH2:24][CH2:23][N:22]([CH2:2][CH2:3][CH3:4])[CH2:21]1. The catalyst class is: 3. (3) Reactant: [CH3:1][C:2]1[N:6]([C@H:7]2[CH2:13][C@H:12]3[N:14]([CH2:15][CH2:16][C@H:17]([NH:24][C:25]([CH:27]4[CH2:32][CH2:31][C:30]([F:34])([F:33])[CH2:29][CH2:28]4)=[O:26])[C:18]4[CH:19]=[CH:20][CH:21]=[CH:22][CH:23]=4)[C@H:9]([CH2:10][CH2:11]3)[CH2:8]2)[C:5]([CH:35]([CH3:37])[CH3:36])=[N:4][N:3]=1.[P:38](=[O:42])([OH:41])([OH:40])[OH:39]. Product: [CH3:1][C:2]1[N:6]([C@H:7]2[CH2:13][C@H:12]3[N:14]([CH2:15][CH2:16][C@H:17]([NH:24][C:25]([CH:27]4[CH2:28][CH2:29][C:30]([F:34])([F:33])[CH2:31][CH2:32]4)=[O:26])[C:18]4[CH:23]=[CH:22][CH:21]=[CH:20][CH:19]=4)[C@H:9]([CH2:10][CH2:11]3)[CH2:8]2)[C:5]([CH:35]([CH3:37])[CH3:36])=[N:4][N:3]=1.[P:38]([O-:42])([O-:41])([O-:40])=[O:39]. The catalyst class is: 8. (4) Reactant: C[O:2][C:3]([C:5]1[C:13]2[NH:12][C:11]([NH:14][C:15]3[CH:20]=[CH:19][CH:18]=[C:17]([Cl:21])[C:16]=3[Cl:22])=[N:10][C:9]=2[CH:8]=[C:7]([Br:23])[CH:6]=1)=[O:4].[OH-].[Li+]. Product: [Br:23][C:7]1[CH:6]=[C:5]([C:3]([OH:4])=[O:2])[C:13]2[NH:12][C:11]([NH:14][C:15]3[CH:20]=[CH:19][CH:18]=[C:17]([Cl:21])[C:16]=3[Cl:22])=[N:10][C:9]=2[CH:8]=1. The catalyst class is: 30. (5) Reactant: [F:1][C:2](=[CH2:6])[C:3](O)=[O:4].CN(C(ON1N=NC2C=CC=CC1=2)=[N+](C)C)C.F[P-](F)(F)(F)(F)F.C(N(CC)CC)C.[Br:38][C:39]1[CH:47]=[C:46]2[C:42]([CH2:43][C:44]3([CH2:55][CH2:54][CH:53]([O:56][CH3:57])[CH2:52][CH2:51]3)[C:45]2([CH:49]=[CH2:50])[NH2:48])=[CH:41][CH:40]=1. Product: [Br:38][C:39]1[CH:47]=[C:46]2[C:42]([CH2:43][C:44]3([CH2:55][CH2:54][CH:53]([O:56][CH3:57])[CH2:52][CH2:51]3)[C:45]2([NH:48][C:3](=[O:4])[C:2]([F:1])=[CH2:6])[CH:49]=[CH2:50])=[CH:41][CH:40]=1. The catalyst class is: 46. (6) Reactant: [CH:1]([C:3]1[CH:4]=[CH:5][C:6]([N:9]([CH2:27][C:28]2[CH:33]=[CH:32][C:31]([O:34][C:35]([F:38])([F:37])[F:36])=[CH:30][CH:29]=2)[CH2:10][CH2:11][C:12]2[CH:26]=[CH:25][C:15]([O:16][C:17]([CH3:24])([CH3:23])[C:18]([O:20][CH2:21][CH3:22])=[O:19])=[CH:14][CH:13]=2)=[N:7][CH:8]=1)=[O:2].[BH4-].[Na+]. Product: [OH:2][CH2:1][C:3]1[CH:4]=[CH:5][C:6]([N:9]([CH2:27][C:28]2[CH:29]=[CH:30][C:31]([O:34][C:35]([F:38])([F:36])[F:37])=[CH:32][CH:33]=2)[CH2:10][CH2:11][C:12]2[CH:26]=[CH:25][C:15]([O:16][C:17]([CH3:23])([CH3:24])[C:18]([O:20][CH2:21][CH3:22])=[O:19])=[CH:14][CH:13]=2)=[N:7][CH:8]=1. The catalyst class is: 5. (7) Reactant: [C:1]([O:5][C:6](=[O:23])[NH:7][CH:8]1[CH2:13][CH2:12][N:11]([C:14]2[C:19]([CH:20]=O)=[C:18]([NH2:22])[N:17]=[CH:16][N:15]=2)[CH2:10][CH2:9]1)([CH3:4])([CH3:3])[CH3:2].Cl.[CH3:25][O:26][NH2:27]. Product: [C:1]([O:5][C:6](=[O:23])[NH:7][CH:8]1[CH2:9][CH2:10][N:11]([C:14]2[C:19]([CH:20]=[N:27][O:26][CH3:25])=[C:18]([NH2:22])[N:17]=[CH:16][N:15]=2)[CH2:12][CH2:13]1)([CH3:4])([CH3:2])[CH3:3]. The catalyst class is: 5. (8) Reactant: [CH2:1]([O:3][C:4]1[CH:5]=[C:6]([C:12](OC)=[C:13]([C:16]#[N:17])[C:14]#[N:15])[CH:7]=[CH:8][C:9]=1[O:10][CH3:11])[CH3:2].[OH:20][CH2:21][CH2:22][NH:23][NH2:24].C(N(CC)CC)C.O. Product: [NH2:17][C:16]1[N:23]([CH2:22][CH2:21][OH:20])[N:24]=[C:12]([C:6]2[CH:7]=[CH:8][C:9]([O:10][CH3:11])=[C:4]([O:3][CH2:1][CH3:2])[CH:5]=2)[C:13]=1[C:14]#[N:15]. The catalyst class is: 8. (9) Product: [Cl:32][C:11]1[N:10]=[C:9]2[C:14]([N:15]=[CH:16][N:8]2[C@@H:6]2[CH2:7][C@H:3]([NH:2][C:40]([CH2:39][O:38][C:35](=[O:37])[CH3:36])=[O:41])[C@@H:4]([OH:34])[C@H:5]2[OH:33])=[C:13]([NH:17][CH2:18][CH:19]([C:26]2[CH:27]=[CH:28][CH:29]=[CH:30][CH:31]=2)[C:20]2[CH:25]=[CH:24][CH:23]=[CH:22][CH:21]=2)[N:12]=1. Reactant: Cl.[NH2:2][C@H:3]1[CH2:7][C@@H:6]([N:8]2[CH:16]=[N:15][C:14]3[C:9]2=[N:10][C:11]([Cl:32])=[N:12][C:13]=3[NH:17][CH2:18][CH:19]([C:26]2[CH:31]=[CH:30][CH:29]=[CH:28][CH:27]=2)[C:20]2[CH:25]=[CH:24][CH:23]=[CH:22][CH:21]=2)[C@H:5]([OH:33])[C@@H:4]1[OH:34].[C:35]([O:38][CH2:39][C:40](Cl)=[O:41])(=[O:37])[CH3:36]. The catalyst class is: 1. (10) Reactant: C([O:5][C:6](=[O:27])[NH:7][CH:8]1[CH2:17][CH2:16][C:15]2[C:10](=[CH:11][C:12]([OH:18])=[CH:13][CH:14]=2)[CH:9]1[CH2:19][C:20]1[CH:25]=[CH:24][C:23]([Cl:26])=[CH:22][CH:21]=1)(C)(C)C.C(OC(=O)N[CH:35]1[CH2:44][CH2:43][C:42]2[C:37](=CC(O)=CC=2)[CH:36]1[CH2:46]C1C=CC(Cl)=C(Cl)C=1)(C)(C)C.C(N(CC)CC)C.C(Cl)(=O)OCC1C=CC=CC=1. Product: [CH2:46]([O:5][C:6](=[O:27])[NH:7][CH:8]1[CH2:17][CH2:16][C:15]2[C:10](=[CH:11][C:12]([OH:18])=[CH:13][CH:14]=2)[CH:9]1[CH2:19][C:20]1[CH:25]=[CH:24][C:23]([Cl:26])=[CH:22][CH:21]=1)[C:36]1[CH:37]=[CH:42][CH:43]=[CH:44][CH:35]=1. The catalyst class is: 9.